From a dataset of TCR-epitope binding with 47,182 pairs between 192 epitopes and 23,139 TCRs. Binary Classification. Given a T-cell receptor sequence (or CDR3 region) and an epitope sequence, predict whether binding occurs between them. (1) The epitope is LLMPILTLT. The TCR CDR3 sequence is CASCIGQGAYNEQFF. Result: 1 (the TCR binds to the epitope). (2) The epitope is TPQDLNTML. The TCR CDR3 sequence is CASSFWDTWTETQYF. Result: 0 (the TCR does not bind to the epitope). (3) The epitope is LVLSVNPYV. The TCR CDR3 sequence is CSVPGPLREQYF. Result: 1 (the TCR binds to the epitope). (4) The epitope is PKYVKQNTLKLAT. The TCR CDR3 sequence is CASSFVSSYGYTF. Result: 0 (the TCR does not bind to the epitope). (5) The TCR CDR3 sequence is CASSLGGAVYEQYF. Result: 0 (the TCR does not bind to the epitope). The epitope is PROT_97E67BCC. (6) The epitope is IVTDFSVIK. The TCR CDR3 sequence is CASSSYANTDTQYF. Result: 1 (the TCR binds to the epitope). (7) The epitope is KLPDDFTGCV. The TCR CDR3 sequence is CAGSQEFLNRRYF. Result: 0 (the TCR does not bind to the epitope).